This data is from Full USPTO retrosynthesis dataset with 1.9M reactions from patents (1976-2016). The task is: Predict the reactants needed to synthesize the given product. (1) Given the product [CH3:1][C:2]1[CH:22]=[CH:21][CH:20]=[C:19]([CH3:23])[C:3]=1[CH2:4][N:5]1[C:13]2[C:8](=[CH:9][CH:10]=[C:11]([CH2:14][C:15]([O-:17])=[O:16])[CH:12]=2)[C:7]([CH3:18])=[CH:6]1.[K+:25], predict the reactants needed to synthesize it. The reactants are: [CH3:1][C:2]1[CH:22]=[CH:21][CH:20]=[C:19]([CH3:23])[C:3]=1[CH2:4][N:5]1[C:13]2[C:8](=[CH:9][CH:10]=[C:11]([CH2:14][C:15]([OH:17])=[O:16])[CH:12]=2)[C:7]([CH3:18])=[CH:6]1.[OH-].[K+:25]. (2) The reactants are: [Cl:1][C:2]1[C:10]2[C:5](=[CH:6][CH:7]=[CH:8][CH:9]=2)[N:4]([C:11]2[N:15]([CH3:16])[N:14]=[C:13]([CH3:17])[C:12]=2[CH:18]=O)[N:3]=1.C(OP([CH2:28][C:29]([O:31]CC)=[O:30])(OCC)=O)C.[H-].[Na+].O. Given the product [Cl:1][C:2]1[C:10]2[C:5](=[CH:6][CH:7]=[CH:8][CH:9]=2)[N:4]([C:11]2[N:15]([CH3:16])[N:14]=[C:13]([CH3:17])[C:12]=2/[CH:18]=[CH:28]/[C:29]([OH:31])=[O:30])[N:3]=1, predict the reactants needed to synthesize it. (3) Given the product [F:32][C:33]([F:38])([F:37])[C:34]([O-:36])=[O:35].[CH2:39]([C:43]1([CH2:77][CH3:78])[CH2:49][S:48](=[O:51])(=[O:50])[C:47]2[CH:52]=[CH:53][C:54]([NH+:56]([CH3:58])[CH3:57])=[CH:55][C:46]=2[CH:45]([C:59]2[CH:64]=[CH:63][CH:62]=[C:61]([NH:65][CH2:66][CH2:67][O:68][CH2:69][CH2:70][O:71][CH2:72][C:73](=[O:74])[NH:1][CH2:2][C:3]3[CH:8]=[CH:7][C:6]([CH:9]4[CH:10]([CH2:21][CH2:22][CH:23]([C:25]5[CH:26]=[CH:27][C:28]([F:31])=[CH:29][CH:30]=5)[OH:24])[C:11](=[O:20])[N:12]4[C:13]4[CH:14]=[CH:15][C:16]([F:19])=[CH:17][CH:18]=4)=[CH:5][CH:4]=3)[CH:60]=2)[CH:44]1[OH:76])[CH2:40][CH2:41][CH3:42], predict the reactants needed to synthesize it. The reactants are: [NH2:1][CH2:2][C:3]1[CH:8]=[CH:7][C:6]([CH:9]2[N:12]([C:13]3[CH:18]=[CH:17][C:16]([F:19])=[CH:15][CH:14]=3)[C:11](=[O:20])[CH:10]2[CH2:21][CH2:22][CH:23]([C:25]2[CH:30]=[CH:29][C:28]([F:31])=[CH:27][CH:26]=2)[OH:24])=[CH:5][CH:4]=1.[F:32][C:33]([F:38])([F:37])[C:34]([OH:36])=[O:35].[CH2:39]([C:43]1([CH2:77][CH3:78])[CH2:49][S:48](=[O:51])(=[O:50])[C:47]2[CH:52]=[CH:53][C:54]([N:56]([CH3:58])[CH3:57])=[CH:55][C:46]=2[CH:45]([C:59]2[CH:60]=[C:61]([NH:65][CH2:66][CH2:67][O:68][CH2:69][CH2:70][O:71][CH2:72][C:73](O)=[O:74])[CH:62]=[CH:63][CH:64]=2)[CH:44]1[OH:76])[CH2:40][CH2:41][CH3:42].C(N=C=NC(C)C)(C)C.OC1C2N=NNC=2C=CC=1.